The task is: Regression. Given two drug SMILES strings and cell line genomic features, predict the synergy score measuring deviation from expected non-interaction effect.. This data is from NCI-60 drug combinations with 297,098 pairs across 59 cell lines. (1) Drug 1: CC1=CC=C(C=C1)C2=CC(=NN2C3=CC=C(C=C3)S(=O)(=O)N)C(F)(F)F. Drug 2: CCCCC(=O)OCC(=O)C1(CC(C2=C(C1)C(=C3C(=C2O)C(=O)C4=C(C3=O)C=CC=C4OC)O)OC5CC(C(C(O5)C)O)NC(=O)C(F)(F)F)O. Cell line: MDA-MB-231. Synergy scores: CSS=25.1, Synergy_ZIP=-4.51, Synergy_Bliss=-6.69, Synergy_Loewe=-19.2, Synergy_HSA=-5.23. (2) Drug 1: CS(=O)(=O)CCNCC1=CC=C(O1)C2=CC3=C(C=C2)N=CN=C3NC4=CC(=C(C=C4)OCC5=CC(=CC=C5)F)Cl. Drug 2: COC1=C2C(=CC3=C1OC=C3)C=CC(=O)O2. Cell line: K-562. Synergy scores: CSS=2.15, Synergy_ZIP=-2.69, Synergy_Bliss=-4.86, Synergy_Loewe=-3.48, Synergy_HSA=-3.50.